Dataset: Peptide-MHC class I binding affinity with 185,985 pairs from IEDB/IMGT. Task: Regression. Given a peptide amino acid sequence and an MHC pseudo amino acid sequence, predict their binding affinity value. This is MHC class I binding data. (1) The peptide sequence is SIYIAVANCV. The MHC is HLA-A02:06 with pseudo-sequence HLA-A02:06. The binding affinity (normalized) is 0.361. (2) The peptide sequence is DRLALLANL. The MHC is HLA-B27:05 with pseudo-sequence HLA-B27:05. The binding affinity (normalized) is 0.519. (3) The peptide sequence is KDCVMYASAL. The MHC is HLA-B44:02 with pseudo-sequence HLA-B44:02. The binding affinity (normalized) is 0.143. (4) The peptide sequence is EATYHIIIV. The MHC is HLA-A02:01 with pseudo-sequence HLA-A02:01. The binding affinity (normalized) is 0.140. (5) The peptide sequence is ELRSRYWAI. The MHC is HLA-B27:05 with pseudo-sequence HLA-B27:05. The binding affinity (normalized) is 0.0847. (6) The peptide sequence is LYVAGVPEL. The MHC is HLA-B39:01 with pseudo-sequence HLA-B39:01. The binding affinity (normalized) is 0.0847.